This data is from Catalyst prediction with 721,799 reactions and 888 catalyst types from USPTO. The task is: Predict which catalyst facilitates the given reaction. (1) Reactant: Cl.[Br:2][C:3]1[CH:8]=[CH:7][C:6]([Cl:9])=[CH:5][C:4]=1[NH:10][NH2:11].O.Cl.[NH:14]1[CH2:19][CH2:18][C:17](=O)[CH2:16][CH2:15]1. Product: [ClH:9].[Br:2][C:3]1[CH:8]=[CH:7][C:6]([Cl:9])=[CH:5][C:4]=1[NH:10][N:11]=[C:17]1[CH2:18][CH2:19][NH:14][CH2:15][CH2:16]1. The catalyst class is: 14. (2) Reactant: C[O:2][C:3](=[O:21])[C@@H:4]([NH2:20])[CH2:5][CH2:6][C:7](=[O:19])[NH:8][C:9]1[S:10][C:11]2[CH:17]=[C:16](F)[CH:15]=[CH:14][C:12]=2[N:13]=1.FC(F)(F)C(O)=[O:25]. Product: [NH2:8][C:9]1[S:10][C:11]2[CH:17]=[CH:16][CH:15]=[CH:14][C:12]=2[N:13]=1.[NH2:20][C@H:4]([C:3]([OH:2])=[O:21])[CH2:5][CH2:6][C:7]([OH:19])=[O:25]. The catalyst class is: 4. (3) Reactant: [H-].[Na+].C(OP([CH2:11][C:12]([O:14][CH2:15][CH3:16])=[O:13])(OCC)=O)C.[Br:17][C:18]1[CH:19]=[CH:20][C:21]([N:26]2[CH2:31][CH2:30][O:29][CH2:28][CH2:27]2)=[C:22]([CH:25]=1)[CH:23]=O.O. Product: [Br:17][C:18]1[CH:19]=[CH:20][C:21]([N:26]2[CH2:27][CH2:28][O:29][CH2:30][CH2:31]2)=[C:22](/[CH:23]=[CH:11]/[C:12]([O:14][CH2:15][CH3:16])=[O:13])[CH:25]=1. The catalyst class is: 11. (4) Reactant: [C:1]1([C:7]2[N:15]3[C:10]([CH:11]=[CH:12][CH:13]=[CH:14]3)=[CH:9][C:8]=2[CH2:16][NH2:17])[CH:6]=[CH:5][CH:4]=[CH:3][CH:2]=1.Br[C:19]1[N:27]=[CH:26][N:25]=[C:24]2[C:20]=1[NH:21][CH:22]=[N:23]2.CCN(C(C)C)C(C)C. Product: [C:1]1([C:7]2[N:15]3[C:10]([CH:11]=[CH:12][CH:13]=[CH:14]3)=[CH:9][C:8]=2[CH2:16][NH:17][C:19]2[N:27]=[CH:26][N:25]=[C:24]3[C:20]=2[N:21]=[CH:22][NH:23]3)[CH:2]=[CH:3][CH:4]=[CH:5][CH:6]=1. The catalyst class is: 218. (5) Reactant: [CH2:1]([O:8][CH2:9][CH2:10][C@H:11]([NH:15][C:16]([O:18][C:19]([CH3:22])([CH3:21])[CH3:20])=[O:17])[C:12]([OH:14])=O)[C:2]1[CH:7]=[CH:6][CH:5]=[CH:4][CH:3]=1.[B-](F)(F)(F)F.CCOC(C(C#N)=NOC(N(C)C)=[N+](C)C)=O.FC(F)(F)C(O)=O.[CH2:52]([O:56][C:57]([N:59]1[CH2:64][CH2:63][NH:62][CH2:61][CH2:60]1)=[O:58])[CH2:53][CH2:54][CH3:55].C(=O)([O-])O.[Na+]. Product: [CH2:52]([O:56][C:57]([N:59]1[CH2:64][CH2:63][N:62]([C:12](=[O:14])[C@@H:11]([NH:15][C:16]([O:18][C:19]([CH3:22])([CH3:21])[CH3:20])=[O:17])[CH2:10][CH2:9][O:8][CH2:1][C:2]2[CH:3]=[CH:4][CH:5]=[CH:6][CH:7]=2)[CH2:61][CH2:60]1)=[O:58])[CH2:53][CH2:54][CH3:55]. The catalyst class is: 3. (6) Reactant: [O:1]=[C:2]1[C:10]2[C:5](=[CH:6][CH:7]=[CH:8][CH:9]=2)[C:4](=[O:11])[N:3]1[CH2:12][CH2:13][CH2:14][CH2:15][N:16]1[CH2:21][CH2:20][N:19](C(OC(C)(C)C)=O)[CH2:18][CH2:17]1.C(O)(C(F)(F)F)=O.C([O-])([O-])=O.[K+].[K+].F[C:43]1[N:48]=[C:47]([O:49][CH3:50])[C:46]([S:51][C:52]2[N:57]=[C:56]([NH:58][C:59](=[O:61])[CH3:60])[CH:55]=[C:54]([NH:62][C:63](=[O:65])[CH3:64])[N:53]=2)=[C:45]([O:66][CH3:67])[N:44]=1. Product: [O:1]=[C:2]1[C:10]2[C:5](=[CH:6][CH:7]=[CH:8][CH:9]=2)[C:4](=[O:11])[N:3]1[CH2:12][CH2:13][CH2:14][CH2:15][N:16]1[CH2:17][CH2:18][N:19]([C:43]2[N:48]=[C:47]([O:49][CH3:50])[C:46]([S:51][C:52]3[N:57]=[C:56]([NH:58][C:59](=[O:61])[CH3:60])[CH:55]=[C:54]([NH:62][C:63](=[O:65])[CH3:64])[N:53]=3)=[C:45]([O:66][CH3:67])[N:44]=2)[CH2:20][CH2:21]1. The catalyst class is: 59.